This data is from Forward reaction prediction with 1.9M reactions from USPTO patents (1976-2016). The task is: Predict the product of the given reaction. (1) Given the reactants C1N=CN(C(N2C=NC=C2)=O)C=1.[Br:13][C:14]1[CH:15]=[CH:16][C:17]2[O:22][C:21]([C:23](O)=[O:24])=[CH:20][C:19](=[O:26])[C:18]=2[CH:27]=1.[BH4-].[Na+].[Cl-].[NH4+], predict the reaction product. The product is: [Br:13][C:14]1[CH:15]=[CH:16][C:17]2[O:22][C:21]([CH2:23][OH:24])=[CH:20][C:19](=[O:26])[C:18]=2[CH:27]=1. (2) Given the reactants C(O[C:4]([C:6]1[N:7]([C:17]2[CH:22]=[CH:21][C:20]([O:23][CH:24]([CH3:26])[CH3:25])=[CH:19][CH:18]=2)[C:8]2[C:13]([C:14]=1[Cl:15])=[CH:12][C:11]([OH:16])=[CH:10][CH:9]=2)=O)C.[F:27][C:28]([F:40])([F:39])[O:29][C:30]1[CH:35]=[CH:34][C:33](B(O)O)=[CH:32][CH:31]=1.[NH:41]1C=[N:44][N:43]=[N:42]1, predict the reaction product. The product is: [Cl:15][C:14]1[C:13]2[C:8](=[CH:9][CH:10]=[C:11]([O:16][C:33]3[CH:34]=[CH:35][C:30]([O:29][C:28]([F:40])([F:39])[F:27])=[CH:31][CH:32]=3)[CH:12]=2)[N:7]([C:17]2[CH:22]=[CH:21][C:20]([O:23][CH:24]([CH3:26])[CH3:25])=[CH:19][CH:18]=2)[C:6]=1[C:4]1[NH:44][N:43]=[N:42][N:41]=1. (3) Given the reactants [C:1]1([S:7]([N:10]2[CH2:14][CH:13]([C:15](O)=[O:16])[N:12]([CH:18]3[CH2:23][CH2:22][CH2:21][CH2:20][CH2:19]3)[C:11]2=[O:24])(=[O:9])=[O:8])[CH:6]=[CH:5][CH:4]=[CH:3][CH:2]=1.[CH3:25][C:26]1[CH:31]=[CH:30][N:29]=[C:28]([N:32]2[CH2:37][CH2:36][NH:35][CH2:34][CH2:33]2)[CH:27]=1, predict the reaction product. The product is: [C:1]1([S:7]([N:10]2[CH2:14][CH:13]([C:15]([N:35]3[CH2:36][CH2:37][N:32]([C:28]4[CH:27]=[C:26]([CH3:25])[CH:31]=[CH:30][N:29]=4)[CH2:33][CH2:34]3)=[O:16])[N:12]([CH:18]3[CH2:19][CH2:20][CH2:21][CH2:22][CH2:23]3)[C:11]2=[O:24])(=[O:9])=[O:8])[CH:2]=[CH:3][CH:4]=[CH:5][CH:6]=1. (4) Given the reactants [C:1]([O:5][C:6](=[O:14])[NH:7][CH2:8][CH2:9][O:10][CH2:11][CH2:12][OH:13])([CH3:4])([CH3:3])[CH3:2].N1C=CC=CC=1.[C:21](Cl)(=[O:25])[O:22][CH2:23][CH3:24], predict the reaction product. The product is: [C:21](=[O:25])([O:22][CH2:23][CH3:24])[O:13][CH2:12][CH2:11][O:10][CH2:9][CH2:8][NH:7][C:6]([O:5][C:1]([CH3:4])([CH3:2])[CH3:3])=[O:14]. (5) Given the reactants F[C:2]1[CH:7]=[CH:6][C:5]([NH:8][C:9]2[N:14]=[C:13]([N:15]3[CH:19]=[C:18]([CH:20]=[O:21])[C:17]([CH3:22])=[N:16]3)[CH:12]=[CH:11][N:10]=2)=[CH:4][C:3]=1[N+:23]([O-:25])=[O:24].CCN(C(C)C)C(C)C.[NH:35]1[CH2:40][CH2:39][O:38][CH2:37][CH2:36]1, predict the reaction product. The product is: [CH3:22][C:17]1[C:18]([CH:20]=[O:21])=[CH:19][N:15]([C:13]2[CH:12]=[CH:11][N:10]=[C:9]([NH:8][C:5]3[CH:6]=[CH:7][C:2]([N:35]4[CH2:40][CH2:39][O:38][CH2:37][CH2:36]4)=[C:3]([N+:23]([O-:25])=[O:24])[CH:4]=3)[N:14]=2)[N:16]=1.